Predict the product of the given reaction. From a dataset of Forward reaction prediction with 1.9M reactions from USPTO patents (1976-2016). Given the reactants Br[CH2:2][CH2:3][CH2:4][N:5]1[S:9](=[O:11])(=[O:10])[N:8]([C:12]2[CH:17]=[CH:16][C:15]([Cl:18])=[CH:14][CH:13]=2)[C:7]2[CH:19]=[CH:20][CH:21]=[CH:22][C:6]1=2.[CH2:23]([NH2:25])[CH3:24], predict the reaction product. The product is: [Cl:18][C:15]1[CH:16]=[CH:17][C:12]([N:8]2[C:7]3[CH:19]=[CH:20][CH:21]=[CH:22][C:6]=3[N:5]([CH2:4][CH2:3][CH2:2][NH:25][CH2:23][CH3:24])[S:9]2(=[O:11])=[O:10])=[CH:13][CH:14]=1.